Dataset: Full USPTO retrosynthesis dataset with 1.9M reactions from patents (1976-2016). Task: Predict the reactants needed to synthesize the given product. (1) The reactants are: C1N=CN(C(N2C=NC=C2)=O)C=1.[CH2:13]([O:15][P:16]([CH2:21][C:22]([OH:24])=O)([O:18][CH2:19][CH3:20])=[O:17])[CH3:14].[Cl:25][C:26]1[CH:27]=[C:28]([NH:41][C:42]2[C:43]3[CH:51]=[C:50]([NH2:52])[N:49]=[CH:48][C:44]=3[N:45]=[CH:46][N:47]=2)[CH:29]=[CH:30][C:31]=1[O:32][CH2:33][C:34]1[CH:39]=[CH:38][CH:37]=[C:36]([Cl:40])[CH:35]=1.CC(N(C)C)=O. Given the product [Cl:25][C:26]1[CH:27]=[C:28]([NH:41][C:42]2[C:43]3[CH:51]=[C:50]([NH:52][C:22](=[O:24])[CH2:21][P:16](=[O:17])([O:15][CH2:13][CH3:14])[O:18][CH2:19][CH3:20])[N:49]=[CH:48][C:44]=3[N:45]=[CH:46][N:47]=2)[CH:29]=[CH:30][C:31]=1[O:32][CH2:33][C:34]1[CH:39]=[CH:38][CH:37]=[C:36]([Cl:40])[CH:35]=1, predict the reactants needed to synthesize it. (2) Given the product [ClH:1].[C:36]([O:34][CH2:33][C:32]1[N:27]2[C:26](=[O:35])[N:25]([CH:22]3[CH2:21][CH2:20][N:19]([C:17](=[O:18])[CH2:16][CH2:15][S:12]([C:7]4[CH:6]=[CH:5][C:4]5[C:9](=[CH:10][CH:11]=[C:2]([Cl:1])[CH:3]=5)[CH:8]=4)(=[O:13])=[O:14])[CH2:24][CH2:23]3)[CH2:29][C:28]2=[CH:30][N:31]=1)(=[O:38])[CH3:37], predict the reactants needed to synthesize it. The reactants are: [Cl:1][C:2]1[CH:3]=[C:4]2[C:9](=[CH:10][CH:11]=1)[CH:8]=[C:7]([S:12]([CH2:15][CH2:16][C:17]([N:19]1[CH2:24][CH2:23][CH:22]([N:25]3[CH2:29][C:28]4=[CH:30][N:31]=[C:32]([CH2:33][OH:34])[N:27]4[C:26]3=[O:35])[CH2:21][CH2:20]1)=[O:18])(=[O:14])=[O:13])[CH:6]=[CH:5]2.[C:36](OC(=O)C)(=[O:38])[CH3:37].N1C=CC=CC=1.O. (3) Given the product [CH3:1][O:2][C:3]([C:4]1[N:20]=[C:19]([CH:16]2[CH2:18][CH2:17]2)[S:21][C:5]=1[C:6]1[CH:11]=[CH:10][CH:9]=[C:8]([F:12])[CH:7]=1)=[O:15], predict the reactants needed to synthesize it. The reactants are: [CH3:1][O:2][C:3](=[O:15])[C:4](=O)[CH:5](Cl)[C:6]1[CH:11]=[CH:10][CH:9]=[C:8]([F:12])[CH:7]=1.[CH:16]1([C:19](=[S:21])[NH2:20])[CH2:18][CH2:17]1. (4) The reactants are: [CH3:1][O:2][C:3](=[O:16])[CH2:4][C@@H:5]([C:9]1[CH:14]=[CH:13][C:12]([OH:15])=[CH:11][CH:10]=1)[C:6]#[C:7][CH3:8].[C:30]1(P([C:30]2[CH:35]=[CH:34][CH:33]=[CH:32][CH:31]=2)[C:30]2[CH:35]=[CH:34][CH:33]=[CH:32][CH:31]=2)[CH:35]=[CH:34][CH:33]=[CH:32][CH:31]=1.N(C(N(C)C)=O)=NC(N(C)C)=O. Given the product [CH3:1][O:2][C:3](=[O:16])[CH2:4][C@@H:5]([C:9]1[CH:10]=[CH:11][C:12]([O:15][CH2:4][C:5]2[CH2:9][C:30]3([CH2:31][CH2:32][CH2:33][CH2:34][CH2:35]3)[CH2:8][CH2:7][CH:6]=2)=[CH:13][CH:14]=1)[C:6]#[C:7][CH3:8], predict the reactants needed to synthesize it. (5) Given the product [Cl:18][C:14]1[CH:15]=[CH:16][CH:17]=[C:12]([NH:11][C:2]([O:4][CH3:5])=[O:3])[C:13]=1[CH3:19], predict the reactants needed to synthesize it. The reactants are: Cl[C:2]([O:4][CH3:5])=[O:3].O1CCCC1.[NH2:11][C:12]1[C:13]([CH3:19])=[C:14]([Cl:18])[CH:15]=[CH:16][CH:17]=1. (6) Given the product [CH2:4]([O:5][CH:6]([CH3:9])[CH2:7][OH:8])[CH:1]([CH3:3])[CH3:2], predict the reactants needed to synthesize it. The reactants are: [CH:1]([CH:4]1[O:8][CH2:7][CH2:6][O:5]1)([CH3:3])[CH3:2].[CH2:9](OCCO)C(C)C.